This data is from Catalyst prediction with 721,799 reactions and 888 catalyst types from USPTO. The task is: Predict which catalyst facilitates the given reaction. (1) Reactant: [F:1][C:2]1[C:14]([F:15])=[C:13]([F:16])[CH:12]=[CH:11][C:3]=1[NH:4][C@H:5]([CH3:10])[C:6]([O:8][CH3:9])=[O:7].C(=O)([O-])[O-].[K+].[K+].O. Product: [F:1][C:2]1[C:14]([F:15])=[C:13]([F:16])[CH:12]=[CH:11][C:3]=1[NH:4][CH:5]([CH3:10])[C:6]([O:8][CH3:9])=[O:7]. The catalyst class is: 9. (2) Reactant: [Cl:1][C:2]1[CH:7]=[CH:6][N:5]=[C:4]([C:8]([OH:10])=O)[CH:3]=1.[F:11][C:12]1[CH:13]=[C:14]2[C:18](=[CH:19][CH:20]=1)[NH:17][CH2:16][C:15]2([CH3:22])[CH3:21].CN(C(ON1N=NC2C=CC=CC1=2)=[N+](C)C)C.[B-](F)(F)(F)F. Product: [Cl:1][C:2]1[CH:7]=[CH:6][N:5]=[C:4]([C:8]([N:17]2[C:18]3[C:14](=[CH:13][C:12]([F:11])=[CH:20][CH:19]=3)[C:15]([CH3:22])([CH3:21])[CH2:16]2)=[O:10])[CH:3]=1. The catalyst class is: 3. (3) Reactant: [CH3:1][C:2]1[CH:6]=[C:5]([C:7]([OH:9])=O)[N:4]([C:10]2[CH:15]=[CH:14][CH:13]=[CH:12][CH:11]=2)[N:3]=1.CN(C)C=O.C(Cl)(=O)C(Cl)=O.[NH2:27][C:28]1[CH:49]=[CH:48][C:31]([O:32][C:33]2[CH:34]=[CH:35][C:36]3[N:37]([CH:39]=[C:40]([NH:42][C:43]([CH:45]4[CH2:47][CH2:46]4)=[O:44])[N:41]=3)[N:38]=2)=[CH:30][CH:29]=1. Product: [CH:45]1([C:43]([NH:42][C:40]2[N:41]=[C:36]3[CH:35]=[CH:34][C:33]([O:32][C:31]4[CH:30]=[CH:29][C:28]([NH:27][C:7]([C:5]5[N:4]([C:10]6[CH:15]=[CH:14][CH:13]=[CH:12][CH:11]=6)[N:3]=[C:2]([CH3:1])[CH:6]=5)=[O:9])=[CH:49][CH:48]=4)=[N:38][N:37]3[CH:39]=2)=[O:44])[CH2:46][CH2:47]1. The catalyst class is: 722. (4) Reactant: [OH:1]/[N:2]=[C:3](/[C@@H:5]1[C@:21]2([CH3:22])[C@H:8]([C@H:9]3[C@H:18]([CH2:19][CH2:20]2)[C@:17]2([CH3:23])[C:12](=[CH:13][C:14](=[O:24])[CH2:15][CH2:16]2)[CH2:11][CH2:10]3)[CH2:7][CH2:6]1)\[CH3:4].[CH3:25][N:26]([CH3:31])[CH2:27][C:28](O)=[O:29].C(N(CC)C(C)C)(C)C.CCN=C=NCCCN(C)C.C([O-])(O)=O.[Na+]. Product: [CH3:25][N:26]([CH3:31])[CH2:27][C:28]([O:1]/[N:2]=[C:3](/[C@@H:5]1[C@:21]2([CH3:22])[C@H:8]([C@H:9]3[C@H:18]([CH2:19][CH2:20]2)[C@:17]2([CH3:23])[C:12](=[CH:13][C:14](=[O:24])[CH2:15][CH2:16]2)[CH2:11][CH2:10]3)[CH2:7][CH2:6]1)\[CH3:4])=[O:29]. The catalyst class is: 166.